Task: Predict the reaction yield, written as a fraction of the theoretical maximum amount of product (1.0 means a 100% yield; for example, 0.34 means a 34% yield).. Dataset: Reaction yield outcomes from USPTO patents with 853,638 reactions (1) The reactants are [Cl:1][C:2]1[C:7]([Cl:8])=[C:6]([Cl:9])[N:5]=[C:4]([C:10]([O:12][CH3:13])=[O:11])[CH:3]=1.C(O)[C:15]1[CH:20]=[CH:19][CH:18]=[CH:17][CH:16]=1. The catalyst is CC(C)[O-].[Ti+4].CC(C)[O-].CC(C)[O-].CC(C)[O-]. The product is [Cl:1][C:2]1[C:7]([Cl:8])=[C:6]([Cl:9])[N:5]=[C:4]([C:10]([O:12][CH2:13][C:15]2[CH:20]=[CH:19][CH:18]=[CH:17][CH:16]=2)=[O:11])[CH:3]=1. The yield is 0.940. (2) The reactants are Br[C:2]1[CH:7]=[CH:6][C:5]([O:8][C:9]([F:15])([F:14])[C:10]([F:13])([F:12])[F:11])=[CH:4][CH:3]=1.[C:16](=[N:29][NH2:30])([C:23]1[CH:28]=[CH:27][CH:26]=[CH:25][CH:24]=1)[C:17]1[CH:22]=[CH:21][CH:20]=[CH:19][CH:18]=1.C1(P(C2C=CC=CC=2)C2C=CC3C(=CC=CC=3)C=2C2C3C(=CC=CC=3)C=CC=2P(C2C=CC=CC=2)C2C=CC=CC=2)C=CC=CC=1.O=O.CC(C)([O-])C.[Na+]. The catalyst is C1(C)C=CC=CC=1.C([O-])(=O)C.[Pd+2].C([O-])(=O)C. The product is [C:17]1([C:16]([C:23]2[CH:28]=[CH:27][CH:26]=[CH:25][CH:24]=2)=[N:29][NH:30][C:2]2[CH:7]=[CH:6][C:5]([O:8][C:9]([F:15])([F:14])[C:10]([F:13])([F:12])[F:11])=[CH:4][CH:3]=2)[CH:18]=[CH:19][CH:20]=[CH:21][CH:22]=1. The yield is 0.880. (3) The reactants are [CH3:1][O:2][C:3]1[CH:4]=[C:5]2[CH2:14][CH:13]([CH2:15][CH:16]3[CH2:21][CH2:20][N:19]([CH2:22][C:23]4[CH:24]=[CH:25][CH:26]=[CH:27][CH:28]=4)[CH2:18][CH2:17]3)[C:11](=[O:12])[C:6]2=[CH:7][C:8]=1[O:9][CH3:10].[ClH:29]. The catalyst is C(O)C. The product is [CH3:1][O:2][C:3]1[CH:4]=[C:5]2[CH2:14][CH:13]([CH2:15][CH:16]3[CH2:17][CH2:18][N:19]([CH2:22][C:23]4[CH:28]=[CH:27][CH:26]=[CH:25][CH:24]=4)[CH2:20][CH2:21]3)[C:11](=[O:12])[C:6]2=[CH:7][C:8]=1[O:9][CH3:10].[ClH:29]. The yield is 0.964. (4) The reactants are O[CH2:2][C:3]1[C:13]([CH3:14])=[CH:12][C:6]([C:7]([O:9][CH2:10][CH3:11])=[O:8])=[CH:5][N:4]=1.S(Cl)([Cl:17])=O. The catalyst is C(Cl)Cl. The product is [ClH:17].[Cl:17][CH2:2][C:3]1[C:13]([CH3:14])=[CH:12][C:6]([C:7]([O:9][CH2:10][CH3:11])=[O:8])=[CH:5][N:4]=1. The yield is 1.00. (5) The reactants are CCN(CC)CC.[NH2:8][C@@H:9]([CH2:15][C:16]1[CH:21]=[CH:20][CH:19]=[CH:18][CH:17]=1)[C@H:10]([OH:14])[C:11]([OH:13])=[O:12].Cl[C:23]([C:25]1[C:26]([CH3:36])=[C:27]([O:32][C:33](=[O:35])[CH3:34])[CH:28]=[C:29]([CH3:31])[CH:30]=1)=[O:24].Cl. The catalyst is O.O1CCCC1. The product is [C:33]([O:32][C:27]1[C:26]([CH3:36])=[C:25]([CH:30]=[C:29]([CH3:31])[CH:28]=1)[C:23]([NH:8][C@@H:9]([CH2:15][C:16]1[CH:21]=[CH:20][CH:19]=[CH:18][CH:17]=1)[C@H:10]([OH:14])[C:11]([OH:13])=[O:12])=[O:24])(=[O:35])[CH3:34]. The yield is 0.915.